Dataset: Choline transporter screen with 302,306 compounds. Task: Binary Classification. Given a drug SMILES string, predict its activity (active/inactive) in a high-throughput screening assay against a specified biological target. (1) The drug is S(c1n(c(nn1)COc1c2ncccc2ccc1)CC)CC(O)=O. The result is 0 (inactive). (2) The molecule is Brc1ccc(C(=O)NC(c2cc([N+]([O-])=O)c(NC3CCCCCCC3)cc2)CC(=O)N)cc1. The result is 0 (inactive).